From a dataset of Human Reference Interactome with 51,813 positive PPI pairs across 8,248 proteins, plus equal number of experimentally-validated negative pairs. Binary Classification. Given two protein amino acid sequences, predict whether they physically interact or not. (1) Protein 1 (ENSG00000168395) has sequence MATAMYLEHYLDSIENLPCELQRNFQLMRELDQRTEDKKAEIDILAAEYISTVKTLSPDQRVERLQKIQNAYSKCKEYSDDKVQLAMQTYEMVDKHIRRLDADLARFEADLKDKMEGSDFESSGGRGLKKGRGQKEKRGSRGRGRRTSEEDTPKKKKHKGGSEFTDTILSVHPSDVLDMPVDPNEPTYCLCHQVSYGEMIGCDNPDCPIEWFHFACVDLTTKPKGKWFCPRCVQEKRKKK*MATAMYLEHYLDSIENLPCELQRNFQLMRELDQRTEDKKAEIDILAAEYISTVKTLSPD.... Protein 2 (ENSG00000168000) has sequence MVNDPPVPALLWAQEVGQVLAGRARRLLLQFGVLFCTILLLLWVSVFLYGSFYYSYMPTVSHLSPVHFYYRTDCDSSTTSLCSFPVANVSLTKGGRDRVLMYGQPYRVTLELELPESPVNQDLGMFLVTISCYTRGGRIISTSSRSVMLHYRSDLLQMLDTLVFSSLLLFGFAEQKQLLEVELYADYRENSYVPTTGAIIEIHSKRIQLYGAYLRIHAHFTGLRLTSEKETIPGRKSNEGSLLISQGLKARRSQLRNQMLQRMVRALKIPQGQRVSCPRRRNQISSP*MSTEKVDQKEEA.... Result: 0 (the proteins do not interact). (2) Protein 1 (ENSG00000133398) has sequence MAEKFDHLEEHLEKFVENIRQLGIIVSDFQPSSQAGLNQKLNFIVTGLQDIDKCRQQLHDITVPLEVFEYIDQGRNPQLYTKECLERALAKNEQVKGKIDTMKKFKSLLIQELSKVFPEDMAKYRSIRGEDHPPS*. Protein 2 (ENSG00000144847) has sequence MSLVELLLWWNCFSRTGVAASLEVSESPGSIQVARGQPAVLPCTFTTSAALINLNVIWMVTPLSNANQPEQVILYQGGQMFDGAPRFHGRVGFTGTMPATNVSIFINNTQLSDTGTYQCLVNNLPDIGGRNIGVTGLTVLVPPSAPHCQIQGSQDIGSDVILLCSSEEGIPRPTYLWEKLDNTLKLPPTATQDQVQGTVTIRNISALSSGLYQCVASNAIGTSTCLLDLQVISPQPRNIGLIAGAIGTGAVIIIFCIALILGAFFYWRSKNKEEEEEEIPNEIREDDLPPKCSSAKAFHT.... Result: 0 (the proteins do not interact). (3) Protein 1 (ENSG00000162373) has sequence MYAFVRFLEDNVCYALPVSCVRDFSPRSRLDFDNQKVYAVYRGPEELGAGPESPPRAPRDWGALLLHKAQILALAEDKSDLENSVMQKKIKIPKLSLNHVEEDGEVKDYGEEDLQLRHIKRPEGRKPSEVAHKSIEAVVARLEKQNGLSLGHSTCPEEVFVEASPGTEDMDSLEDAVVPRALYEELLRNYQQQQEEMRHLQQELERTRRQLVQQAKKLKEYGALVSEMKELRDLNRRLQDVLLLRLGSGPAIDLEKVKSECLEPEPELRSTFSEEANTSSYYPAPAPVMDKYILDNGKVH.... Protein 2 (ENSG00000166266) has sequence MATSNLLKNKGSLQFEDKWDFMRPIVLKLLRQESVTKQQWFDLFSDVHAVCLWDDKGPAKIHQALKEDILEFIKQAQARVLSHQDDTALLKAYIVEWRKFFTQCDILPKPFCQLEITLMGKQGSNKKSNVEDSIVRKLMLDTWNESIFSNIKNRLQDSAMKLVHAERLGEAFDSQLVIGVRESYVNLCSNPEDKLQIYRDNFEKAYLDSTERFYRTQAPSYLQQNGVQNYMKYADAKLKEEEKRALRYLETRRECNSVEALMECCVNALVTSFKETILAECQGMIKRNETEKLHLMFSLM.... Result: 0 (the proteins do not interact). (4) Protein 1 (ENSG00000176401) has sequence MAEPTGLLEMSELPGDSSVPQVGTASGVSDVLRGAVGGGVRVQEAREGPVAEAARSMARMPGPVPGPIPSSVPGLASAPDPHQQLAFLEINRQLLFREYLDGSSMIPVRLLRDFEERRRLFVEGCKAREAAFDADPPQMDFAAVAFTVALTASEALSPLAD*. Protein 2 (ENSG00000111752) has sequence METESEQNSNSTNGSSSSGGSSRPQIAQMSLYERQAVQATIAASRQASSPNTSTTQQQTTTTQASINLATTSAAQLISRSQSVSSPSATTLTQSVLLGNTTSPPLNQSQAQMYLRVNRTLGRNVPLASQLILMPNGAVAAVQQEVPSAQSPGVHADADQVQNLAVRNQQASAQGPQMQGSTQKAIPPGASPVSSLSQASSQALAVAQASSGATNQSLNLSQAGGGSGNSIPGSMGPGGGGQAHGGLGQLPSSGMGGGSCPRKGTGVVQPLPAAQTVTVSQGSQTEAESAAAKKAEADGSG.... Result: 0 (the proteins do not interact).